This data is from Full USPTO retrosynthesis dataset with 1.9M reactions from patents (1976-2016). The task is: Predict the reactants needed to synthesize the given product. (1) Given the product [Cl:25]/[C:3](=[N:2]\[OH:1])/[C:4]1[CH:5]=[CH:6][C:7]([CH2:8][N:9]([CH:17]2[CH2:22][CH2:21][O:20][CH2:19][CH2:18]2)[C:10](=[O:16])[O:11][C:12]([CH3:15])([CH3:14])[CH3:13])=[CH:23][CH:24]=1, predict the reactants needed to synthesize it. The reactants are: [OH:1]/[N:2]=[CH:3]/[C:4]1[CH:24]=[CH:23][C:7]([CH2:8][N:9]([CH:17]2[CH2:22][CH2:21][O:20][CH2:19][CH2:18]2)[C:10](=[O:16])[O:11][C:12]([CH3:15])([CH3:14])[CH3:13])=[CH:6][CH:5]=1.[Cl:25]N1C(=O)CCC1=O. (2) Given the product [CH:1]1([N:5]2[CH2:3][CH2:2][CH2:1][CH2:4][C:6]2=[O:9])[CH2:4][CH2:3][CH2:2]1, predict the reactants needed to synthesize it. The reactants are: [CH:1]1([NH2:5])[CH2:4][CH2:3][CH2:2]1.[C:6](=[O:9])([O-])[O-].[K+].[K+].O.CO. (3) Given the product [C:25]([O:16][C:1](=[CH:2][CH:3]([CH3:17])[CH2:4][CH2:5][CH2:6][CH2:7][CH3:8])[CH3:15])(=[O:33])[CH2:26][CH3:27], predict the reactants needed to synthesize it. The reactants are: [C:1]1(=[O:16])[CH2:15]CCCCCC[CH2:8][CH2:7][CH2:6][CH2:5][CH2:4][CH:3]=[CH:2]1.[C:17](OC(=O)C)(=O)C.C[C:25](=[O:33])[CH:26]=[CH:27]CCCCC.C(OC(=O)CC)(=O)CC. (4) Given the product [O:17]([CH2:16][CH2:15][N:11]1[C:12]2[C:8](=[CH:7][CH:6]=[C:5]([C:3]([O:2][CH3:1])=[O:4])[CH:13]=2)[CH:9]=[CH:10]1)[C:18]1[CH:23]=[CH:22][CH:21]=[CH:20][CH:19]=1, predict the reactants needed to synthesize it. The reactants are: [CH3:1][O:2][C:3]([C:5]1[CH:13]=[C:12]2[C:8]([CH:9]=[CH:10][NH:11]2)=[CH:7][CH:6]=1)=[O:4].Br[CH2:15][CH2:16][O:17][C:18]1[CH:23]=[CH:22][CH:21]=[CH:20][CH:19]=1.C([O-])([O-])=O.[K+].[K+]. (5) Given the product [Cl:14][C:15]1[CH:20]=[C:19]([N+:21]([O-:23])=[O:22])[CH:18]=[CH:17][N+:16]=1[O-:2], predict the reactants needed to synthesize it. The reactants are: C(OC(C(F)(F)F)=O)(C(F)(F)F)=[O:2].[Cl:14][C:15]1[CH:20]=[C:19]([N+:21]([O-:23])=[O:22])[CH:18]=[CH:17][N:16]=1.OO.NC(N)=O. (6) Given the product [NH2:1][C@H:2]([C:3]([OH:5])=[O:4])[CH2:8][CH2:7][C:13](=[O:14])[OH:15], predict the reactants needed to synthesize it. The reactants are: [NH2:1][CH2:2][C:3]([OH:5])=[O:4].N[C@H:7]([C:13]([OH:15])=[O:14])[CH2:8]CC(=O)N.N[C@H](C(O)=O)CCCC.N[C@H](C(O)=O)CCCCN.N[C@H](C(O)=O)CCSC.N[C@H](C(O)=O)CC1C=CC=CC=1.